This data is from Full USPTO retrosynthesis dataset with 1.9M reactions from patents (1976-2016). The task is: Predict the reactants needed to synthesize the given product. (1) Given the product [CH2:15]([O:17][C:18]1[CH:19]=[C:20]([C:28]2[CH:33]=[C:32]([C:34]([F:36])([F:37])[F:35])[N:31]=[C:30]([C:38]3[O:1][N:2]=[C:3]([C:4]4[CH:5]=[C:6]([S:10]([NH2:11])(=[O:12])=[O:13])[CH:7]=[CH:8][CH:9]=4)[N:14]=3)[N:29]=2)[CH:21]=[CH:22][C:23]=1[C:24]([F:25])([F:26])[F:27])[CH3:16], predict the reactants needed to synthesize it. The reactants are: [OH:1][NH:2][C:3](=[NH:14])[C:4]1[CH:9]=[CH:8][CH:7]=[C:6]([S:10](=[O:13])(=[O:12])[NH2:11])[CH:5]=1.[CH2:15]([O:17][C:18]1[CH:19]=[C:20]([C:28]2[CH:33]=[C:32]([C:34]([F:37])([F:36])[F:35])[N:31]=[C:30]([C:38](O)=O)[N:29]=2)[CH:21]=[CH:22][C:23]=1[C:24]([F:27])([F:26])[F:25])[CH3:16]. (2) Given the product [CH3:14][O:13][C:11]([C:10]1[CH:15]=[CH:16][C:7]([C:4]2[CH:5]=[CH:6][N+:1]([O-:25])=[CH:2][CH:3]=2)=[CH:8][CH:9]=1)=[O:12], predict the reactants needed to synthesize it. The reactants are: [N:1]1[CH:6]=[CH:5][C:4]([C:7]2[CH:16]=[CH:15][C:10]([C:11]([O:13][CH3:14])=[O:12])=[CH:9][CH:8]=2)=[CH:3][CH:2]=1.ClC1C=CC=C(C(OO)=[O:25])C=1.S([O-])([O-])=O.[Na+].[Na+]. (3) Given the product [CH2:35]([NH:42][CH2:6][C:7]1[N:11]([C:12]2[CH:17]=[CH:16][C:15]([C:18]([NH:20][CH2:21][CH3:22])=[O:19])=[CH:14][CH:13]=2)[N:10]=[N:9][C:8]=1[C:23]([NH:25][CH:26]1[CH2:28][CH2:27]1)=[O:24])[C:36]1[CH:41]=[CH:40][CH:39]=[CH:38][CH:37]=1, predict the reactants needed to synthesize it. The reactants are: CS(O[CH2:6][C:7]1[N:11]([C:12]2[CH:17]=[CH:16][C:15]([C:18]([NH:20][CH2:21][CH3:22])=[O:19])=[CH:14][CH:13]=2)[N:10]=[N:9][C:8]=1[C:23]([NH:25][CH:26]1[CH2:28][CH2:27]1)=[O:24])(=O)=O.C(=O)([O-])[O-].[K+].[K+].[CH2:35]([NH2:42])[C:36]1[CH:41]=[CH:40][CH:39]=[CH:38][CH:37]=1.[I-].[Na+]. (4) Given the product [CH3:65][C:50]1[CH:49]=[CH:48][C:47]([C:45]2[N:44]=[C:31]([C:26]3[CH:27]=[CH:28][CH:29]=[CH:30][N:25]=3)[O:33][N:46]=2)=[CH:52][C:51]=1[NH:53][C:54]([C:56]1[N:60]2[CH:61]=[CH:62][CH:63]=[CH:64][C:59]2=[N:58][CH:57]=1)=[O:55], predict the reactants needed to synthesize it. The reactants are: CN(C(ON1N=NC2C=CC=NC1=2)=[N+](C)C)C.F[P-](F)(F)(F)(F)F.[N:25]1[CH:30]=[CH:29][CH:28]=[CH:27][C:26]=1[C:31]([OH:33])=O.CCN(C(C)C)C(C)C.O[N:44]=[C:45]([C:47]1[CH:48]=[CH:49][C:50]([CH3:65])=[C:51]([NH:53][C:54]([C:56]2[N:60]3[CH:61]=[CH:62][CH:63]=[CH:64][C:59]3=[N:58][CH:57]=2)=[O:55])[CH:52]=1)[NH2:46]. (5) Given the product [CH3:8][N:7]1[CH2:2][C:3]([C:27]2[CH:32]=[CH:31][N:30]=[CH:29][CH:28]=2)=[C:4]([C:9]2[CH:10]=[CH:11][C:12]([O:15][CH2:16][C:17]3[CH:26]=[CH:25][C:24]4[C:19](=[CH:20][CH:21]=[CH:22][CH:23]=4)[N:18]=3)=[CH:13][CH:14]=2)[C:5]1=[O:6], predict the reactants needed to synthesize it. The reactants are: O[CH2:2]/[C:3](/[C:27]1[CH:32]=[CH:31][N:30]=[CH:29][CH:28]=1)=[C:4](/[C:9]1[CH:14]=[CH:13][C:12]([O:15][CH2:16][C:17]2[CH:26]=[CH:25][C:24]3[C:19](=[CH:20][CH:21]=[CH:22][CH:23]=3)[N:18]=2)=[CH:11][CH:10]=1)\[C:5]([NH:7][CH3:8])=[O:6].CCOCC.P(Br)(Br)Br.C([O-])(O)=O.[Na+]. (6) Given the product [CH3:1][O:2][C:3]1[C:12]2[C:11]3[CH:13]=[CH:14][C:15]([CH2:17][S:18]([NH2:21])(=[O:20])=[O:19])=[CH:16][C:10]=3[CH:9]([C:22]3[CH:27]=[CH:26][CH:25]=[C:24]([C:28]([OH:30])=[O:29])[CH:23]=3)[O:8][C:7]=2[CH:6]=[CH:5][CH:4]=1, predict the reactants needed to synthesize it. The reactants are: [CH3:1][O:2][C:3]1[C:12]2[C:11]3[CH:13]=[CH:14][C:15]([CH2:17][S:18]([NH2:21])(=[O:20])=[O:19])=[CH:16][C:10]=3[CH:9]([C:22]3[CH:27]=[CH:26][CH:25]=[C:24]([C:28]([O:30]CC)=[O:29])[CH:23]=3)[O:8][C:7]=2[CH:6]=[CH:5][CH:4]=1.[Li+].[OH-].Cl.C(OCC)(=O)C.